Dataset: Forward reaction prediction with 1.9M reactions from USPTO patents (1976-2016). Task: Predict the product of the given reaction. Given the reactants [CH3:1][O:2][C:3]1[CH:39]=[CH:38][C:6]([CH2:7][O:8][C:9](=[O:37])[NH:10][C:11]2[CH:16]=[C:15]([O:17][CH3:18])[C:14]([O:19][CH3:20])=[CH:13][C:12]=2[C:21]([N:23]2[CH2:27][CH2:26][CH2:25][CH:24]2[C:28](C)(C)[O:29][SiH2]C(C)(C)C)=[O:22])=[CH:5][CH:4]=1.CCOC(C)=O.C(Cl)(Cl)Cl, predict the reaction product. The product is: [CH3:1][O:2][C:3]1[CH:4]=[CH:5][C:6]([CH2:7][O:8][C:9](=[O:37])[NH:10][C:11]2[CH:16]=[C:15]([O:17][CH3:18])[C:14]([O:19][CH3:20])=[CH:13][C:12]=2[C:21]([N:23]2[CH2:27][CH2:26][CH2:25][CH:24]2[CH2:28][OH:29])=[O:22])=[CH:38][CH:39]=1.